From a dataset of Forward reaction prediction with 1.9M reactions from USPTO patents (1976-2016). Predict the product of the given reaction. (1) Given the reactants Cl[C:2]1[C:3]([NH2:9])=[N:4][CH:5]=[N:6][C:7]=1Cl.[NH2:10][C:11]1[CH:12]=[C:13]([OH:17])[CH:14]=[CH:15][CH:16]=1.[CH3:18][O:19][C:20]1[CH:40]=[CH:39][C:23]([CH2:24][N:25]2[CH:29]=[C:28](B3OC(C)(C)C(C)(C)O3)[CH:27]=[N:26]2)=[CH:22][CH:21]=1.[C:41](Cl)(=[O:44])[CH:42]=[CH2:43], predict the reaction product. The product is: [NH2:9][C:3]1[N:4]=[CH:5][N:6]=[C:7]([O:17][C:13]2[CH:12]=[C:11]([NH:10][C:41](=[O:44])[CH:42]=[CH2:43])[CH:16]=[CH:15][CH:14]=2)[C:2]=1[C:28]1[CH:27]=[N:26][N:25]([CH2:24][C:23]2[CH:22]=[CH:21][C:20]([O:19][CH3:18])=[CH:40][CH:39]=2)[CH:29]=1. (2) Given the reactants Cl[CH2:2][CH2:3][C:4]1[CH:9]=[CH:8][C:7]([NH:10][C:11](=[O:13])[CH3:12])=[C:6]([CH3:14])[CH:5]=1.Cl.[N:16]1([C:22]2[C:26]3[CH:27]=[CH:28][CH:29]=[CH:30][C:25]=3[S:24][N:23]=2)[CH2:21][CH2:20][NH:19][CH2:18][CH2:17]1, predict the reaction product. The product is: [S:24]1[C:25]2[CH:30]=[CH:29][CH:28]=[CH:27][C:26]=2[C:22]([N:16]2[CH2:17][CH2:18][N:19]([CH2:2][CH2:3][C:4]3[CH:9]=[CH:8][C:7]([NH:10][C:11](=[O:13])[CH3:12])=[C:6]([CH3:14])[CH:5]=3)[CH2:20][CH2:21]2)=[N:23]1. (3) Given the reactants [C:1]1([NH2:8])[CH:6]=[CH:5][CH:4]=[CH:3][C:2]=1[NH2:7].[C:9](O)(=O)[C:10]1[C:11](=[CH:15][CH:16]=[CH:17][CH:18]=1)[C:12](O)=O.[OH-].[NH4+:22], predict the reaction product. The product is: [C:11]1([C:12]2[NH:7][C:2]3[CH:3]=[CH:4][CH:5]=[CH:6][C:1]=3[N:22]=2)[CH:15]=[CH:16][CH:17]=[CH:18][C:10]=1[C:9]1[NH:8][C:1]2[CH:6]=[CH:5][CH:4]=[CH:3][C:2]=2[N:7]=1. (4) Given the reactants C(Cl)(=O)C([Cl:4])=O.CN(C=O)C.[Na+].[CH2:13]([O:17][C:18]1[CH:23]=[CH:22][C:21]([S:24]([O-:27])(=O)=[O:25])=[CH:20][CH:19]=1)[C:14]#[C:15][CH3:16], predict the reaction product. The product is: [CH2:13]([O:17][C:18]1[CH:23]=[CH:22][C:21]([S:24]([Cl:4])(=[O:27])=[O:25])=[CH:20][CH:19]=1)[C:14]#[C:15][CH3:16]. (5) Given the reactants C(OC(=O)[NH:7][C@H:8]1[CH2:14][CH2:13][C@@H:12]([O:15][Si:16]([C:19]([CH3:22])([CH3:21])[CH3:20])([CH3:18])[CH3:17])[CH2:11][N:10]([CH2:23][C:24]2[CH:25]=[N:26][CH:27]=[CH:28][CH:29]=2)[C:9]1=[O:30])(C)(C)C.C[Si](I)(C)C, predict the reaction product. The product is: [NH2:7][C@H:8]1[CH2:14][CH2:13][C@@H:12]([O:15][Si:16]([C:19]([CH3:22])([CH3:21])[CH3:20])([CH3:18])[CH3:17])[CH2:11][N:10]([CH2:23][C:24]2[CH:25]=[N:26][CH:27]=[CH:28][CH:29]=2)[C:9]1=[O:30]. (6) The product is: [CH3:11][C:9]1[N:10]=[C:3]2[C:2]([NH:1][CH2:24][C:23]3[C:26]([CH3:30])=[CH:27][CH:28]=[CH:29][C:22]=3[CH3:21])=[CH:7][CH:6]=[CH:5][N:4]2[C:8]=1[CH3:12]. Given the reactants [NH2:1][C:2]1[C:3]2[N:4]([C:8]([CH3:12])=[C:9]([CH3:11])[N:10]=2)[CH:5]=[CH:6][CH:7]=1.C(=O)([O-])[O-].[Na+].[Na+].[I-].[Na+].[CH3:21][C:22]1[CH:29]=[CH:28][CH:27]=[C:26]([CH3:30])[C:23]=1[CH2:24]Cl, predict the reaction product. (7) Given the reactants ClC1C=C(C=CC=1)CN1CCC2(C3C(=O)N(C[C@H](N[CH2:30][CH2:31][CH2:32][C:33]([OH:35])=[O:34])C4C=CC=CC=4)C(=O)N(CC4C(C(F)(F)F)=CC=CC=4F)C=3CO2)CC1.[NH2:52][CH:53]([C:93]1[CH:98]=[CH:97][CH:96]=[C:95]([CH3:99])[N:94]=1)[CH2:54][N:55]1[C:60](=[O:61])[C:59]2[C:62]3([O:78][CH2:79][C:58]=2[N:57]([CH2:80][C:81]2[C:86]([C:87]([F:90])([F:89])[F:88])=[CH:85][CH:84]=[CH:83][C:82]=2[F:91])[C:56]1=[O:92])[CH2:67][CH2:66][N:65]([CH2:68][C:69]1[O:70][C:71]([C:74]([F:77])([F:76])[F:75])=[CH:72][CH:73]=1)[CH2:64][CH2:63]3, predict the reaction product. The product is: [F:91][C:82]1[CH:83]=[CH:84][CH:85]=[C:86]([C:87]([F:89])([F:90])[F:88])[C:81]=1[CH2:80][N:57]1[C:58]2[CH2:79][O:78][C:62]3([CH2:63][CH2:64][N:65]([CH2:68][C:69]4[O:70][C:71]([C:74]([F:75])([F:76])[F:77])=[CH:72][CH:73]=4)[CH2:66][CH2:67]3)[C:59]=2[C:60](=[O:61])[N:55]([CH2:54][CH:53]([NH:52][CH2:30][CH2:31][CH2:32][C:33]([OH:35])=[O:34])[C:93]2[CH:98]=[CH:97][CH:96]=[C:95]([CH3:99])[N:94]=2)[C:56]1=[O:92]. (8) Given the reactants [CH3:1][C:2]1[C@@H:19]([O:20][C:21]([C@H:23]([OH:40])[C@@H:24]([NH:31][C:32]([C:34]2[CH:35]=[CH:36][CH:37]=[CH:38][CH:39]=2)=[O:33])[C:25]2[CH:26]=[CH:27][CH:28]=[CH:29][CH:30]=2)=[O:22])[CH2:18][C@:14]2([OH:41])[C:15]([CH3:17])([CH3:16])[C:3]=1[C@@H:4]([O:59][C:60]([CH3:62])=[O:61])[C:5]([C@@:7]1([CH3:58])[C@H:12]([C@@H:13]2[O:42][C:43]([C:45]2[CH:46]=[CH:47][CH:48]=[CH:49][CH:50]=2)=[O:44])[C@:11]2([O:53][C:54]([CH3:56])=[O:55])[CH2:51][O:52][C@@H:10]2[CH2:9][C@@H:8]1[OH:57])=[O:6].[C:63]1(=[O:70])[O:69][C:67](=[O:68])[CH2:66][CH2:65][CH2:64]1, predict the reaction product. The product is: [CH3:1][C:2]1[C@@H:19]([O:20][C:21]([C@H:23]([OH:40])[C@@H:24]([NH:31][C:32]([C:34]2[CH:39]=[CH:38][CH:37]=[CH:36][CH:35]=2)=[O:33])[C:25]2[CH:26]=[CH:27][CH:28]=[CH:29][CH:30]=2)=[O:22])[CH2:18][C@:14]2([OH:41])[C:15]([CH3:16])([CH3:17])[C:3]=1[C@@H:4]([O:59][C:60]([CH3:62])=[O:61])[C:5]([C@@:7]1([CH3:58])[C@H:12]([C@@H:13]2[O:42][C:43]([C:45]2[CH:50]=[CH:49][CH:48]=[CH:47][CH:46]=2)=[O:44])[C@:11]2([O:53][C:54]([CH3:56])=[O:55])[CH2:51][O:52][C@@H:10]2[CH2:9][C@@H:8]1[OH:57])=[O:6].[C:63]([O-:69])(=[O:70])[CH2:64][CH2:65][CH2:66][C:67]([O-:6])=[O:68]. (9) Given the reactants [F:1][C:2]1[CH:7]=[C:6]([F:8])[CH:5]=[CH:4][C:3]=1[C:9]([O:22][Si](C)(C)C)([CH2:16][N:17]1[CH:21]=[N:20][CH:19]=[N:18]1)[CH2:10][N:11]1[CH:15]=[N:14][CH:13]=[N:12]1.CO.[OH-].[Na+], predict the reaction product. The product is: [CH:5]1[C:6]([F:8])=[CH:7][C:2]([F:1])=[C:3]([C:9]([OH:22])([CH2:10][N:11]2[N:12]=[CH:13][N:14]=[CH:15]2)[CH2:16][N:17]2[N:18]=[CH:19][N:20]=[CH:21]2)[CH:4]=1.